This data is from Full USPTO retrosynthesis dataset with 1.9M reactions from patents (1976-2016). The task is: Predict the reactants needed to synthesize the given product. (1) Given the product [ClH:17].[Cl:17][C:18]1[CH:23]=[C:22]([NH:1][C@H:2]2[CH2:7][CH2:6][C@H:5]([C:8]([OH:10])=[O:9])[CH2:4][CH2:3]2)[C:21]([N+:25]([O-:27])=[O:26])=[CH:20][N:19]=1, predict the reactants needed to synthesize it. The reactants are: [NH2:1][C@H:2]1[CH2:7][CH2:6][C@H:5]([C:8]([OH:10])=[O:9])[CH2:4][CH2:3]1.C(=O)([O-])[O-].[K+].[K+].[Cl:17][C:18]1[CH:23]=[C:22](Cl)[C:21]([N+:25]([O-:27])=[O:26])=[CH:20][N:19]=1.O1CCOCC1. (2) Given the product [CH:32]1([N:29]2[CH2:30][CH2:31][N:26]([C:23]3[CH:22]=[CH:21][C:20]([NH:19][C:18]4[N:17]=[C:15]([NH2:16])[N:1]([C:3]5[N:8]=[N:7][C:6]6[CH2:9][CH2:10][CH2:11][CH2:12][CH2:13][CH2:14][C:5]=6[CH:4]=5)[N:2]=4)=[CH:25][CH:24]=3)[CH2:27][CH2:28]2)[CH2:33][CH2:34][CH2:35][CH2:36][CH2:37]1, predict the reactants needed to synthesize it. The reactants are: [NH:1]([C:3]1[N:8]=[N:7][C:6]2[CH2:9][CH2:10][CH2:11][CH2:12][CH2:13][CH2:14][C:5]=2[CH:4]=1)[NH2:2].[C:15](/[N:17]=[C:18](\OC1C=CC=CC=1)/[NH:19][C:20]1[CH:25]=[CH:24][C:23]([N:26]2[CH2:31][CH2:30][N:29]([CH:32]3[CH2:37][CH2:36][CH2:35][CH2:34][CH2:33]3)[CH2:28][CH2:27]2)=[CH:22][CH:21]=1)#[N:16].